This data is from Forward reaction prediction with 1.9M reactions from USPTO patents (1976-2016). The task is: Predict the product of the given reaction. (1) Given the reactants [Li+].[BH4-].C[Si](Cl)(C)C.[C:8]([O:12][C:13]([N:15]1[CH2:19][CH2:18][C@H:17]([OH:20])[C@H:16]1[C:21](O)=[O:22])=[O:14])([CH3:11])([CH3:10])[CH3:9], predict the reaction product. The product is: [OH:20][C@H:17]1[CH2:18][CH2:19][N:15]([C:13]([O:12][C:8]([CH3:9])([CH3:10])[CH3:11])=[O:14])[C@@H:16]1[CH2:21][OH:22]. (2) Given the reactants [CH2:1]([NH:3][C:4]([C:6]1[CH:11]=[CH:10][C:9]([N:12]2[C:16]([O:17][CH2:18][CH2:19][CH2:20][C:21]3[CH:26]=[CH:25][CH:24]=[CH:23][CH:22]=3)=[C:15]([C:27]([O:29]C)=O)[N:14]=[N:13]2)=[CH:8][CH:7]=1)=[O:5])[CH3:2].[OH-].[Na+].[CH:33]1([NH2:36])[CH2:35][CH2:34]1.C1C=CC2N(O)N=NC=2C=1.CCN=C=NCCCN(C)C, predict the reaction product. The product is: [CH:33]1([NH:36][C:27]([C:15]2[N:14]=[N:13][N:12]([C:9]3[CH:10]=[CH:11][C:6]([C:4]([NH:3][CH2:1][CH3:2])=[O:5])=[CH:7][CH:8]=3)[C:16]=2[O:17][CH2:18][CH2:19][CH2:20][C:21]2[CH:26]=[CH:25][CH:24]=[CH:23][CH:22]=2)=[O:29])[CH2:35][CH2:34]1. (3) Given the reactants [C:1]([C:3]1[CH:12]=[C:11]2[C:6]([CH:7]=[CH:8][C:9](=[O:31])[N:10]2[CH2:13][CH2:14][N:15]2[CH2:20][CH2:19][C@H:18]([NH:21]C(=O)OC(C)(C)C)[C@@H:17]([O:29][CH3:30])[CH2:16]2)=[CH:5][CH:4]=1)#[N:2].FC(F)(F)C(O)=O, predict the reaction product. The product is: [NH2:21][C@H:18]1[CH2:19][CH2:20][N:15]([CH2:14][CH2:13][N:10]2[C:11]3[C:6](=[CH:5][CH:4]=[C:3]([C:1]#[N:2])[CH:12]=3)[CH:7]=[CH:8][C:9]2=[O:31])[CH2:16][C@@H:17]1[O:29][CH3:30]. (4) The product is: [CH3:3][O:4][C:5]1[C:14]([N+:15]([O-:17])=[O:16])=[CH:13][C:8]([C:9]([OH:11])=[O:10])=[CH:7][N:6]=1. Given the reactants [OH-].[Na+].[CH3:3][O:4][C:5]1[C:14]([N+:15]([O-:17])=[O:16])=[CH:13][C:8]([C:9]([O:11]C)=[O:10])=[CH:7][N:6]=1, predict the reaction product. (5) Given the reactants [C:1]([O:9][CH2:10][C:11]1[CH:16]=[CH:15][CH:14]=[CH:13][C:12]=1[C:17](=[O:22])[NH:18][CH2:19][C:20]#[CH:21])(=[O:8])[C:2]1[CH:7]=[CH:6][CH:5]=[CH:4][CH:3]=1, predict the reaction product. The product is: [C:1]([O:9][CH2:10][C:11]1[CH:16]=[CH:15][CH:14]=[CH:13][C:12]=1[C:17]1[O:22][C:20]([CH3:21])=[CH:19][N:18]=1)(=[O:8])[C:2]1[CH:3]=[CH:4][CH:5]=[CH:6][CH:7]=1. (6) Given the reactants [O:1]1[CH:5]=[CH:4][CH:3]=[C:2]1[C:6](Cl)=[O:7].[NH2:9][C:10]1[C:19]2[N:20]=[C:21]([CH2:28][CH2:29][CH2:30][CH3:31])[N:22]([CH2:23][CH2:24][CH2:25][CH2:26][NH2:27])[C:18]=2[C:17]2[N:16]=[CH:15][CH:14]=[CH:13][C:12]=2[N:11]=1, predict the reaction product. The product is: [NH2:9][C:10]1[C:19]2[N:20]=[C:21]([CH2:28][CH2:29][CH2:30][CH3:31])[N:22]([CH2:23][CH2:24][CH2:25][CH2:26][NH:27][C:6]([C:2]3[O:1][CH:5]=[CH:4][CH:3]=3)=[O:7])[C:18]=2[C:17]2[N:16]=[CH:15][CH:14]=[CH:13][C:12]=2[N:11]=1.